From a dataset of Full USPTO retrosynthesis dataset with 1.9M reactions from patents (1976-2016). Predict the reactants needed to synthesize the given product. (1) Given the product [Cl:22][C:23]1[CH:30]=[CH:29][CH:28]=[C:27]([F:31])[C:24]=1[CH2:25][O:1][C:2]1[CH:3]=[CH:4][C:5]([C:8]2[CH:12]=[C:11]([C:13]([NH2:15])=[O:14])[O:10][N:9]=2)=[CH:6][CH:7]=1, predict the reactants needed to synthesize it. The reactants are: [OH:1][C:2]1[CH:7]=[CH:6][C:5]([C:8]2[CH:12]=[C:11]([C:13]([NH2:15])=[O:14])[O:10][N:9]=2)=[CH:4][CH:3]=1.C([O-])([O-])=O.[K+].[K+].[Cl:22][C:23]1[CH:30]=[CH:29][CH:28]=[C:27]([F:31])[C:24]=1[CH2:25]Cl. (2) Given the product [Cl:15][C:10]1[C:11]([O:13][CH3:14])=[CH:12][C:7](/[CH:6]=[CH:5]/[C:4]([OH:21])=[O:3])=[C:8]([NH:16][S:17]([CH3:20])(=[O:18])=[O:19])[CH:9]=1, predict the reactants needed to synthesize it. The reactants are: C([O:3][C:4](=[O:21])/[CH:5]=[CH:6]/[C:7]1[CH:12]=[C:11]([O:13][CH3:14])[C:10]([Cl:15])=[CH:9][C:8]=1[NH:16][S:17]([CH3:20])(=[O:19])=[O:18])C. (3) Given the product [C:1]([O:9][CH2:10][C@:11]12[CH2:37][CH2:36][C@@H:35]([C:38]([CH3:40])=[CH2:39])[C@@H:12]1[C@@H:13]1[C@@:26]([CH3:29])([CH2:27][CH2:28]2)[C@@:25]2([CH3:30])[C@@H:16]([C@:17]3([CH3:34])[C@@H:22]([CH2:23][CH2:24]2)[C:21]([CH3:31])([CH3:32])[C:20]([O:33][S:58]([C:61]([F:64])([F:63])[F:62])(=[O:60])=[O:59])=[CH:19][CH2:18]3)[CH2:15][CH2:14]1)(=[O:8])[C:2]1[CH:3]=[CH:4][CH:5]=[CH:6][CH:7]=1, predict the reactants needed to synthesize it. The reactants are: [C:1]([O:9][CH2:10][C@:11]12[CH2:37][CH2:36][C@@H:35]([C:38]([CH3:40])=[CH2:39])[C@@H:12]1[C@@H:13]1[C@@:26]([CH3:29])([CH2:27][CH2:28]2)[C@@:25]2([CH3:30])[C@@H:16]([C@:17]3([CH3:34])[C@@H:22]([CH2:23][CH2:24]2)[C:21]([CH3:32])([CH3:31])[C:20](=[O:33])[CH2:19][CH2:18]3)[CH2:15][CH2:14]1)(=[O:8])[C:2]1[CH:7]=[CH:6][CH:5]=[CH:4][CH:3]=1.C[Si]([N-][Si](C)(C)C)(C)C.[K+].C1C=CC(N([S:58]([C:61]([F:64])([F:63])[F:62])(=[O:60])=[O:59])[S:58]([C:61]([F:64])([F:63])[F:62])(=[O:60])=[O:59])=CC=1. (4) The reactants are: [Mn]([O-])(=O)(=O)=[O:2].[K+].[Br:7][C:8]1[CH:13]=[C:12]([F:14])[C:11]([O:15][CH3:16])=[CH:10][C:9]=1[CH3:17].[OH2:18]. Given the product [Br:7][C:8]1[CH:13]=[C:12]([F:14])[C:11]([O:15][CH3:16])=[CH:10][C:9]=1[C:17]([OH:2])=[O:18], predict the reactants needed to synthesize it. (5) Given the product [Cl:19][C:17]1[N:16]=[N:15][C:14]([C:20]([NH:22][CH3:23])=[O:21])=[C:13]([NH:1][C:2]2[CH:9]=[CH:8][CH:7]=[C:4]([C:5]#[N:6])[C:3]=2[O:10][CH3:11])[CH:18]=1, predict the reactants needed to synthesize it. The reactants are: [NH2:1][C:2]1[C:3]([O:10][CH3:11])=[C:4]([CH:7]=[CH:8][CH:9]=1)[C:5]#[N:6].Cl[C:13]1[CH:18]=[C:17]([Cl:19])[N:16]=[N:15][C:14]=1[C:20]([NH:22][CH3:23])=[O:21].C[Si]([N-][Si](C)(C)C)(C)C.[Li+]. (6) Given the product [NH2:1][C:2]1[N:7]=[CH:6][N:5]=[C:4]2[N:8]([CH2:20][C:21]([O:23][C:24]([CH3:27])([CH3:26])[CH3:25])=[O:22])[N:9]=[C:10]([C:11]#[N:12])[C:3]=12, predict the reactants needed to synthesize it. The reactants are: [NH2:1][C:2]1[N:7]=[CH:6][N:5]=[C:4]2[NH:8][N:9]=[C:10]([C:11]#[N:12])[C:3]=12.C(=O)([O-])[O-].[K+].[K+].Cl[CH2:20][C:21]([O:23][C:24]([CH3:27])([CH3:26])[CH3:25])=[O:22]. (7) Given the product [CH3:2][N:3]([CH2:5][CH:10]([CH2:9][CH:8]([CH3:14])[CH3:7])[C:11](=[O:13])[CH3:12])[CH3:4], predict the reactants needed to synthesize it. The reactants are: Cl.[CH3:2][NH:3][CH3:4].[CH2:5]=O.[CH3:7][CH:8]([CH3:14])[CH2:9][CH2:10][C:11](=[O:13])[CH3:12].[OH-].[Na+]. (8) The reactants are: [CH3:1][C@H:2]([C:15]([OH:17])=[O:16])[C:3]1[CH:4]=[CH:5][C:6]2[CH:7]=[C:8]([O:13][CH3:14])[CH:9]=[CH:10][C:11]=2[CH:12]=1.[NH2:18][CH2:19][CH2:20][CH2:21][CH2:22][CH2:23][C:24]([OH:26])=[O:25].[NH2:27][CH:28]([CH2:31][OH:32])[CH2:29][OH:30].[C:33]1(=[O:39])[O:38][C:36](=[O:37])[CH2:35][CH2:34]1.ClCCl. Given the product [CH3:1][C@H:2]([C:15]([OH:17])=[O:16])[C:3]1[CH:4]=[CH:5][C:6]2[CH:7]=[C:8]([O:13][CH3:14])[CH:9]=[CH:10][C:11]=2[CH:12]=1.[NH2:18][CH2:19][CH2:20][CH2:21][CH2:22][CH2:23][C:24]([OH:26])=[O:25].[NH2:27][CH:28]([CH2:31][OH:32])[CH2:29][OH:30].[CH2:35]([C:36]([O-:13])=[O:37])[CH2:34][C:33]([O-:38])=[O:39], predict the reactants needed to synthesize it. (9) Given the product [Br:1][C:2]1[CH:3]=[N:4][N:5]([C@@H:20]2[CH2:19][CH2:18][CH2:17][N:16]([C:14]([O:13][C:9]([CH3:12])([CH3:11])[CH3:10])=[O:15])[CH2:21]2)[CH:6]=1, predict the reactants needed to synthesize it. The reactants are: [Br:1][C:2]1[CH:3]=[N:4][NH:5][CH:6]=1.[H-].[Na+].[C:9]([O:13][C:14]([N:16]1[CH2:21][CH2:20][CH2:19][C@H:18](OS(C)(=O)=O)[CH2:17]1)=[O:15])([CH3:12])([CH3:11])[CH3:10]. (10) Given the product [O:9]([CH2:13][C@@H:11]1[CH2:10][O:12]1)[C:3]1[CH:8]=[CH:7][CH:6]=[CH:5][CH:4]=1, predict the reactants needed to synthesize it. The reactants are: [OH-].[Na+].[C:3]1([OH:9])[CH:8]=[CH:7][CH:6]=[CH:5][CH:4]=1.[CH2:10]1[O:12][C@H:11]1[CH2:13]Cl.